Dataset: Full USPTO retrosynthesis dataset with 1.9M reactions from patents (1976-2016). Task: Predict the reactants needed to synthesize the given product. Given the product [CH3:14][O:15][C:16]([NH:1][C@H:2]([CH:3]([CH3:5])[CH3:4])[C:6]([OH:8])=[O:7])=[O:17], predict the reactants needed to synthesize it. The reactants are: [NH2:1][C@H:2]([C:6]([OH:8])=[O:7])[CH:3]([CH3:5])[CH3:4].C([O-])(O)=O.[Na+].[CH3:14][O:15][C:16](Cl)=[O:17].